Predict the product of the given reaction. From a dataset of Forward reaction prediction with 1.9M reactions from USPTO patents (1976-2016). (1) Given the reactants [F:1][C:2]1[CH:7]=[CH:6][C:5]([CH2:8][CH2:9][CH2:10][N:11]=[N+]=[N-])=[CH:4][CH:3]=1, predict the reaction product. The product is: [F:1][C:2]1[CH:3]=[CH:4][C:5]([CH2:8][CH2:9][CH2:10][NH2:11])=[CH:6][CH:7]=1. (2) The product is: [I:23][C:22]1[CH:21]=[C:20]([NH:30][C:6]([C:3]2[CH:4]=[CH:5][S:1][CH:2]=2)=[O:8])[CH:18]=[CH:17][C:16]=1[CH3:15]. Given the reactants [S:1]1[CH:5]=[CH:4][C:3]([C:6]([OH:8])=O)=[CH:2]1.C(Cl)(=O)C(Cl)=O.[CH3:15][C:16]1[CH:17]=[C:18]([CH:20]=[CH:21][C:22]=1[I:23])N.C([O-])([O-])=O.[K+].[K+].[NH2:30]C1C=CC=CC=1, predict the reaction product. (3) Given the reactants [NH2:1][CH2:2][C:3]1[CH:4]=[C:5]([N:9]2[CH:12]([C:13]3[CH:18]=[CH:17][C:16]([O:19][CH3:20])=[CH:15][CH:14]=3)[CH:11]([CH2:21][CH2:22][CH:23]([C:25]3[CH:30]=[CH:29][C:28]([F:31])=[CH:27][CH:26]=3)[OH:24])[C:10]2=[O:32])[CH:6]=[CH:7][CH:8]=1.[C:33]([O:36][CH:37]([CH:53]([O:57][C:58](=[O:60])[CH3:59])[C:54](Cl)=[O:55])[CH:38]([O:49][C:50](=[O:52])[CH3:51])[CH:39]([O:45][C:46](=[O:48])[CH3:47])[CH2:40][O:41][C:42](=[O:44])[CH3:43])(=[O:35])[CH3:34], predict the reaction product. The product is: [C:58]([O:57][CH:53]([C:54](=[O:55])[NH:1][CH2:2][C:3]1[CH:8]=[CH:7][CH:6]=[C:5]([N:9]2[C:10](=[O:32])[CH:11]([CH2:21][CH2:22][CH:23]([OH:24])[C:25]3[CH:26]=[CH:27][C:28]([F:31])=[CH:29][CH:30]=3)[CH:12]2[C:13]2[CH:14]=[CH:15][C:16]([O:19][CH3:20])=[CH:17][CH:18]=2)[CH:4]=1)[CH:37]([O:36][C:33](=[O:35])[CH3:34])[CH:38]([O:49][C:50](=[O:52])[CH3:51])[CH:39]([O:45][C:46](=[O:48])[CH3:47])[CH2:40][O:41][C:42](=[O:44])[CH3:43])(=[O:60])[CH3:59]. (4) Given the reactants [C:1]([CH:4]1[CH2:9][CH2:8][N:7]([C:10]([O:12][C:13]([CH3:16])([CH3:15])[CH3:14])=[O:11])[CH2:6][CH2:5]1)(=[NH:3])[NH2:2].[S:17]1[C:21]2[CH:22]=[CH:23][CH:24]=[CH:25][C:20]=2[N:19]=[C:18]1[CH:26]([C:32](OCC)=[O:33])[C:27](OCC)=[O:28], predict the reaction product. The product is: [S:17]1[C:21]2[CH:22]=[CH:23][CH:24]=[CH:25][C:20]=2[N:19]=[C:18]1[C:26]1[C:32]([OH:33])=[N:3][C:1]([CH:4]2[CH2:9][CH2:8][N:7]([C:10]([O:12][C:13]([CH3:16])([CH3:15])[CH3:14])=[O:11])[CH2:6][CH2:5]2)=[N:2][C:27]=1[OH:28]. (5) The product is: [Br:1][C:2]1[CH:3]=[C:4]2[C:10]([CH3:11])=[CH:9][N:8]([S:21]([C:18]3[CH:19]=[CH:20][CH:15]=[CH:16][CH:17]=3)(=[O:23])=[O:22])[C:5]2=[N:6][CH:7]=1. Given the reactants [Br:1][C:2]1[CH:3]=[C:4]2[C:10]([CH3:11])=[CH:9][NH:8][C:5]2=[N:6][CH:7]=1.[H-].[Na+].Br[C:15]1[CH:20]=[CH:19][C:18]([S:21](Cl)(=[O:23])=[O:22])=[CH:17][CH:16]=1.[Na+].[Cl-], predict the reaction product. (6) Given the reactants Cl.[CH3:2][S:3]([N:6]1[CH2:11][CH2:10][CH:9]([C@@H:12]2[CH2:16][NH:15][C@H:14]([C:17]3[NH:18][C:19]([C:22]4[CH:27]=[CH:26][C:25]([NH:28][C:29](=[O:32])[O:30][CH3:31])=[CH:24][CH:23]=4)=[CH:20][N:21]=3)[CH2:13]2)[CH2:8][CH2:7]1)(=[O:5])=[O:4].[CH3:33][C:34]([O:37][C:38]([NH:40][C:41](=[N:52][C:53]([O:55][C:56]([CH3:59])([CH3:58])[CH3:57])=[O:54])[NH:42][C:43]1[CH:51]=[CH:50][C:46]([C:47](O)=[O:48])=[CH:45][CH:44]=1)=[O:39])([CH3:36])[CH3:35], predict the reaction product. The product is: [CH3:59][C:56]([O:55][C:53]([NH:52][C:41](=[N:40][C:38]([O:37][C:34]([CH3:36])([CH3:35])[CH3:33])=[O:39])[NH:42][C:43]1[CH:51]=[CH:50][C:46]([C:47]([N:15]2[CH2:16][C@H:12]([CH:9]3[CH2:8][CH2:7][N:6]([S:3]([CH3:2])(=[O:4])=[O:5])[CH2:11][CH2:10]3)[CH2:13][C@@H:14]2[C:17]2[NH:18][C:19]([C:22]3[CH:23]=[CH:24][C:25]([NH:28][C:29](=[O:32])[O:30][CH3:31])=[CH:26][CH:27]=3)=[CH:20][N:21]=2)=[O:48])=[CH:45][CH:44]=1)=[O:54])([CH3:57])[CH3:58].